The task is: Predict the reaction yield, written as a fraction of the theoretical maximum amount of product (1.0 means a 100% yield; for example, 0.34 means a 34% yield).. This data is from Reaction yield outcomes from USPTO patents with 853,638 reactions. (1) The reactants are Cl[C:2]1[N:7]=[CH:6][C:5]([C:8]([N:10]2[CH2:15][CH2:14][O:13][CH2:12][CH2:11]2)=[O:9])=[CH:4][CH:3]=1.[C:16](=[O:19])([O-])[O-].[Na+].[Na+].[F-].C([N+](CCCC)(CCCC)CCCC)CCC.[C:40]1(C)[CH:45]=[CH:44]C=[CH:42][CH:41]=1. The catalyst is C(OCC)(=O)C.C1C=CC([P]([Pd]([P](C2C=CC=CC=2)(C2C=CC=CC=2)C2C=CC=CC=2)([P](C2C=CC=CC=2)(C2C=CC=CC=2)C2C=CC=CC=2)[P](C2C=CC=CC=2)(C2C=CC=CC=2)C2C=CC=CC=2)(C2C=CC=CC=2)C2C=CC=CC=2)=CC=1. The product is [N:10]1([C:8]([C:5]2[CH2:6][NH:7][C:2]([C:40]3[CH:45]=[CH:44][C:16]([OH:19])=[CH:42][CH:41]=3)=[CH:3][CH:4]=2)=[O:9])[CH2:15][CH2:14][O:13][CH2:12][CH2:11]1. The yield is 0.700. (2) The reactants are [F:1][C:2]1[CH:7]=[CH:6][C:5]([N:8]2[CH2:12][CH:11]3[CH2:13][N:14](C(OC(C)(C)C)=O)[CH2:15][CH:10]3[CH2:9]2)=[CH:4][CH:3]=1.[ClH:23].C(OCC)(=O)C. The catalyst is C(OCC)(=O)C. The product is [ClH:23].[F:1][C:2]1[CH:3]=[CH:4][C:5]([N:8]2[CH2:9][CH:10]3[CH:11]([CH2:13][NH:14][CH2:15]3)[CH2:12]2)=[CH:6][CH:7]=1. The yield is 0.970.